Dataset: Catalyst prediction with 721,799 reactions and 888 catalyst types from USPTO. Task: Predict which catalyst facilitates the given reaction. Reactant: C[Si](C)(C)[N-][Si](C)(C)C.[K+].C1OCCOCCOCCOCCOCCOC1.[OH:29][C@H:30]1[C:35]([CH3:37])([CH3:36])[CH2:34][CH2:33][CH:32]([C:38]2[C:42]([CH2:43][N:44]([CH3:56])[CH2:45][CH2:46][N:47]([CH3:55])[C:48](=[O:54])[O:49][C:50]([CH3:53])([CH3:52])[CH3:51])=[CH:41][N:40]([CH:57]3[CH2:62][CH2:61][CH2:60][CH2:59][O:58]3)[N:39]=2)[CH2:31]1.Br[CH2:64][CH:65]1[CH2:70][CH2:69][O:68][CH2:67][CH2:66]1. Product: [CH3:37][C:35]1([CH3:36])[CH2:34][CH2:33][CH:32]([C:38]2[C:42]([CH2:43][N:44]([CH3:56])[CH2:45][CH2:46][N:47]([CH3:55])[C:48](=[O:54])[O:49][C:50]([CH3:51])([CH3:52])[CH3:53])=[CH:41][N:40]([CH:57]3[CH2:62][CH2:61][CH2:60][CH2:59][O:58]3)[N:39]=2)[CH2:31][C@H:30]1[O:29][CH2:64][CH:65]1[CH2:70][CH2:69][O:68][CH2:67][CH2:66]1. The catalyst class is: 11.